This data is from Reaction yield outcomes from USPTO patents with 853,638 reactions. The task is: Predict the reaction yield, written as a fraction of the theoretical maximum amount of product (1.0 means a 100% yield; for example, 0.34 means a 34% yield). (1) The reactants are C([O:8][C:9]1[CH:14]=[C:13]([F:15])[CH:12]=[CH:11][C:10]=1[CH2:16][CH2:17][C@@H:18]([N:22]1[CH:26]=[C:25]([C:27]([NH2:29])=[O:28])[N:24]=[CH:23]1)[C@@H:19]([OH:21])[CH3:20])C1C=CC=CC=1. The catalyst is CCOC(C)=O.CCO.[Pd]. The product is [OH:8][C:9]1[CH:14]=[C:13]([F:15])[CH:12]=[CH:11][C:10]=1[CH2:16][CH2:17][C@@H:18]([N:22]1[CH:26]=[C:25]([C:27]([NH2:29])=[O:28])[N:24]=[CH:23]1)[C@@H:19]([OH:21])[CH3:20]. The yield is 0.990. (2) The reactants are [C:1]1([N:7]2[C:12](=[O:13])[NH:11][C:10](=[O:14])[C:9]([C:15]#[N:16])=[N:8]2)[CH:6]=[CH:5][CH:4]=[CH:3][CH:2]=1.CN(C=O)C.[H-].[Na+].[CH2:24](Br)[C:25]1[CH:30]=[CH:29][CH:28]=[CH:27][CH:26]=1. The catalyst is O. The product is [C:1]1([N:7]2[C:12](=[O:13])[N:11]([CH2:24][C:25]3[CH:30]=[CH:29][CH:28]=[CH:27][CH:26]=3)[C:10](=[O:14])[C:9]([C:15]#[N:16])=[N:8]2)[CH:2]=[CH:3][CH:4]=[CH:5][CH:6]=1. The yield is 0.810. (3) The reactants are [C:1]([O:5][C:6]([N:8]1[CH2:13][CH2:12][CH:11]([CH2:14][CH2:15][CH2:16]OS(C)(=O)=O)[CH2:10][CH2:9]1)=[O:7])([CH3:4])([CH3:3])[CH3:2].[CH3:22][N:23](C)C=O. No catalyst specified. The product is [C:1]([O:5][C:6]([N:8]1[CH2:13][CH2:12][CH:11]([CH2:14][CH2:15][CH2:16][C:22]#[N:23])[CH2:10][CH2:9]1)=[O:7])([CH3:4])([CH3:3])[CH3:2]. The yield is 0.870. (4) The catalyst is CN1C(=O)CCC1.O.[Cu-]=O. The product is [NH2:25][C:2]1[CH:3]=[C:4]([C:11]([C:13]2[C:21]3[CH:20]=[N:19][CH:18]=[N:17][C:16]=3[N:15]([CH:22]([CH3:24])[CH3:23])[CH:14]=2)=[O:12])[CH:5]=[N:6][C:7]=1[O:8][CH2:9][CH3:10]. The reactants are Br[C:2]1[CH:3]=[C:4]([C:11]([C:13]2[C:21]3[CH:20]=[N:19][CH:18]=[N:17][C:16]=3[N:15]([CH:22]([CH3:24])[CH3:23])[CH:14]=2)=[O:12])[CH:5]=[N:6][C:7]=1[O:8][CH2:9][CH3:10].[NH3:25]. The yield is 0.240.